Dataset: Forward reaction prediction with 1.9M reactions from USPTO patents (1976-2016). Task: Predict the product of the given reaction. Given the reactants [CH3:1][C:2]1[CH:11]=[CH:10][C:9]2[C:4](=[CH:5][CH:6]=[CH:7][C:8]=2[N:12]2[CH2:17][CH2:16][N:15]([CH2:18][CH2:19][C:20]3[CH:21]=[C:22]([CH:24]=[CH:25][CH:26]=3)[NH2:23])[CH2:14][CH2:13]2)[N:3]=1.[O:27]=[C:28]1[NH:32][CH:31]([C:33](O)=[O:34])[CH2:30][NH:29]1, predict the reaction product. The product is: [CH3:1][C:2]1[CH:11]=[CH:10][C:9]2[C:4](=[CH:5][CH:6]=[CH:7][C:8]=2[N:12]2[CH2:13][CH2:14][N:15]([CH2:18][CH2:19][C:20]3[CH:21]=[C:22]([NH:23][C:33]([CH:31]4[CH2:30][NH:29][C:28](=[O:27])[NH:32]4)=[O:34])[CH:24]=[CH:25][CH:26]=3)[CH2:16][CH2:17]2)[N:3]=1.